Predict the reactants needed to synthesize the given product. From a dataset of Full USPTO retrosynthesis dataset with 1.9M reactions from patents (1976-2016). (1) Given the product [Cl:1][C:2]1[CH:3]=[CH:4][C:5]([CH3:26])=[C:6]([C:8]2[CH:9]=[C:10]([NH:15][C:16]3[CH:17]=[CH:18][C:19]([C:22]([F:23])([F:25])[F:24])=[CH:20][CH:21]=3)[N:11]=[C:12]([N:14]3[C:30](=[O:31])[CH2:29][CH2:28][C:27]3=[O:32])[N:13]=2)[CH:7]=1, predict the reactants needed to synthesize it. The reactants are: [Cl:1][C:2]1[CH:3]=[CH:4][C:5]([CH3:26])=[C:6]([C:8]2[N:13]=[C:12]([NH2:14])[N:11]=[C:10]([NH:15][C:16]3[CH:21]=[CH:20][C:19]([C:22]([F:25])([F:24])[F:23])=[CH:18][CH:17]=3)[CH:9]=2)[CH:7]=1.[C:27]1(=O)[O:32][C:30](=[O:31])[CH2:29][CH2:28]1. (2) Given the product [C:8]([C:6]1([CH3:7])[CH2:5][CH2:4][CH2:3][C:2]([CH3:11])([CH3:1])[O:10]1)#[CH:9], predict the reactants needed to synthesize it. The reactants are: [CH3:1][C:2]([CH3:11])=[CH:3][CH2:4][CH2:5][C:6]([OH:10])([C:8]#[CH:9])[CH3:7]. (3) Given the product [CH3:1][C:2]1[N+:6]([O-:7])=[C:14]([C:13]2[CH:12]=[CH:11][C:10]([C:9]([F:8])([F:18])[F:19])=[CH:17][CH:16]=2)[O:5][C:3]=1[CH3:4], predict the reactants needed to synthesize it. The reactants are: [CH3:1][C:2](=[N:6][OH:7])[C:3](=[O:5])[CH3:4].[F:8][C:9]([F:19])([F:18])[C:10]1[CH:17]=[CH:16][C:13]([CH:14]=O)=[CH:12][CH:11]=1.Cl.O1CCOCC1. (4) Given the product [C:61]1([C:21]2[C:16]3[CH:17]=[CH:18][CH:19]=[CH:20][C:15]=3[C:7]3[C:8]4[C:9]5[C:14]([C:2]([C:31]6[CH:32]=[CH:33][CH:34]=[CH:35][CH:36]=6)=[CH:3][C:4]=4[O:5][C:6]=3[CH:22]=2)=[CH:13][CH:12]=[CH:11][CH:10]=5)[CH:66]=[CH:65][CH:64]=[CH:63][CH:62]=1, predict the reactants needed to synthesize it. The reactants are: Br[C:2]1[C:14]2[CH:13]=[CH:12][CH:11]=[CH:10][C:9]=2[C:8]2[C:7]3[C:15]4[C:20]([C:21](Br)=[CH:22][C:6]=3[O:5][C:4]=2[CH:3]=1)=[CH:19][CH:18]=[CH:17][CH:16]=4.C1(P(C2CCCCC2)[C:31]2[CH:36]=[CH:35][CH:34]=[CH:33][C:32]=2[C:31]2[C:36](OC)=[CH:35][CH:34]=[CH:33][C:32]=2OC)CCCCC1.P([O-])([O-])([O-])=O.[K+].[K+].[K+].[C:61]1(B(O)O)[CH:66]=[CH:65][CH:64]=[CH:63][CH:62]=1. (5) The reactants are: [Br:1][C:2]1[CH:11]=[C:10]2[C:5]([N:6]=[CH:7][C:8]([NH:12][NH2:13])=[N:9]2)=[CH:4][CH:3]=1.[C:14]([O:18][C:19]([N:21]1[CH2:26][CH2:25][CH:24]([C:27](O)=[O:28])[CH2:23][CH2:22]1)=[O:20])([CH3:17])([CH3:16])[CH3:15].CCN=C=NCCCN(C)C.C1C=CC2N(O)N=NC=2C=1. Given the product [Br:1][C:2]1[CH:11]=[C:10]2[C:5]([N:6]=[CH:7][C:8]([NH:12][NH:13][C:27]([CH:24]3[CH2:25][CH2:26][N:21]([C:19]([O:18][C:14]([CH3:17])([CH3:16])[CH3:15])=[O:20])[CH2:22][CH2:23]3)=[O:28])=[N:9]2)=[CH:4][CH:3]=1, predict the reactants needed to synthesize it. (6) Given the product [C:31]([C:30]1[N:35]=[C:25]([CH:11]2[CH2:12][CH:13]([C:15]3[CH:16]=[CH:17][C:18]([C:21]([F:23])([F:22])[F:24])=[CH:19][CH:20]=3)[CH2:14][N:9]([C:7]([N:1]3[CH2:2][CH2:3][O:4][CH2:5][CH2:6]3)=[O:8])[CH2:10]2)[O:27][N:29]=1)([CH3:34])([CH3:33])[CH3:32], predict the reactants needed to synthesize it. The reactants are: [N:1]1([C:7]([N:9]2[CH2:14][CH:13]([C:15]3[CH:20]=[CH:19][C:18]([C:21]([F:24])([F:23])[F:22])=[CH:17][CH:16]=3)[CH2:12][CH:11]([C:25]([OH:27])=O)[CH2:10]2)=[O:8])[CH2:6][CH2:5][O:4][CH2:3][CH2:2]1.O[N:29]=[C:30]([NH2:35])[C:31]([CH3:34])([CH3:33])[CH3:32].